Dataset: Retrosynthesis with 50K atom-mapped reactions and 10 reaction types from USPTO. Task: Predict the reactants needed to synthesize the given product. (1) Given the product CC(C)C(C)Oc1ccc2c(n1)OCCNC2, predict the reactants needed to synthesize it. The reactants are: CC(C)C(C)Oc1ccc2c(n1)OCCN(C(=O)OC(C)(C)C)C2. (2) The reactants are: C/C(=C\[C@H](C(C)C)N(C)C(=O)[C@H](CCc1ccccc1)NC(=O)[C@@H](N(C)C(=O)OC(C)(C)C)C(C)(C)c1ccccc1)C(=O)O. Given the product CN[C@H](C(=O)N[C@@H](CCc1ccccc1)C(=O)N(C)[C@H](/C=C(\C)C(=O)O)C(C)C)C(C)(C)c1ccccc1, predict the reactants needed to synthesize it. (3) Given the product COc1cc2nc(NC3CCNCC3)nc(OC)c2cc1OC, predict the reactants needed to synthesize it. The reactants are: COc1cc2nc(NC3CCN(C(=O)OC(C)(C)C)CC3)nc(OC)c2cc1OC. (4) Given the product COc1ccc2cccc(CCNC=O)c2c1, predict the reactants needed to synthesize it. The reactants are: COc1ccc2cccc(CCN)c2c1.O=CO.